Task: Predict the reactants needed to synthesize the given product.. Dataset: Full USPTO retrosynthesis dataset with 1.9M reactions from patents (1976-2016) (1) Given the product [C:45]([O:44][C:42]([N:36]1[CH2:41][CH2:40][N:39]([C:30]([N:12]2[C@H:13]([C:23]3[CH:28]=[CH:27][C:26]([Cl:29])=[CH:25][CH:24]=3)[C@H:14]([C:16]3[CH:17]=[CH:18][C:19]([Cl:22])=[CH:20][CH:21]=3)[N:15]=[C:11]2[C:8]2[CH:9]=[CH:10][C:5]([C:1]([CH3:4])([CH3:3])[CH3:2])=[CH:6][C:7]=2[O:33][CH2:34][CH3:35])=[O:31])[CH2:38][CH2:37]1)=[O:43])([CH3:48])([CH3:46])[CH3:47], predict the reactants needed to synthesize it. The reactants are: [C:1]([C:5]1[CH:10]=[CH:9][C:8]([C:11]2[N:12]([C:30](Cl)=[O:31])[C@H:13]([C:23]3[CH:28]=[CH:27][C:26]([Cl:29])=[CH:25][CH:24]=3)[C@H:14]([C:16]3[CH:21]=[CH:20][C:19]([Cl:22])=[CH:18][CH:17]=3)[N:15]=2)=[C:7]([O:33][CH2:34][CH3:35])[CH:6]=1)([CH3:4])([CH3:3])[CH3:2].[N:36]1([C:42]([O:44][C:45]([CH3:48])([CH3:47])[CH3:46])=[O:43])[CH2:41][CH2:40][NH:39][CH2:38][CH2:37]1. (2) Given the product [CH2:1]([O:8][C:9](=[O:28])[NH:10][CH2:11][CH2:12][CH2:13][CH2:14][C@H:15]([NH:27][C:30](=[O:37])[C:31]1[CH:36]=[CH:35][CH:34]=[CH:33][CH:32]=1)[C:16]([C:18]1[S:19][C:20]2[CH:26]=[CH:25][CH:24]=[CH:23][C:21]=2[N:22]=1)=[O:17])[C:2]1[CH:7]=[CH:6][CH:5]=[CH:4][CH:3]=1, predict the reactants needed to synthesize it. The reactants are: [CH2:1]([O:8][C:9](=[O:28])[NH:10][CH2:11][CH2:12][CH2:13][CH2:14][C@H:15]([NH2:27])[C:16]([C:18]1[S:19][C:20]2[CH:26]=[CH:25][CH:24]=[CH:23][C:21]=2[N:22]=1)=[O:17])[C:2]1[CH:7]=[CH:6][CH:5]=[CH:4][CH:3]=1.Cl.[C:30](Cl)(=[O:37])[C:31]1[CH:36]=[CH:35][CH:34]=[CH:33][CH:32]=1.CC(=O)OCC. (3) Given the product [C:1]([O:6][C@@H:7]([O:11][C:12]([CH3:14])=[S:13])[CH:8]([CH3:10])[CH3:9])(=[O:5])[CH2:2][CH2:3][CH3:4], predict the reactants needed to synthesize it. The reactants are: [C:1]([O:6][CH:7]([O:11][C:12]([CH3:14])=[S:13])[CH:8]([CH3:10])[CH3:9])(=[O:5])[CH2:2][CH2:3][CH3:4].CCCCCC.